The task is: Predict which catalyst facilitates the given reaction.. This data is from Catalyst prediction with 721,799 reactions and 888 catalyst types from USPTO. (1) Reactant: Cl.[NH:2]([C:4]1[CH:5]=[CH:6][C:7]([CH3:12])=[C:8]([CH:11]=1)[C:9]#[N:10])[NH2:3].[CH3:13][CH:14]([CH3:20])[C:15](=O)[CH2:16][C:17]#[N:18].Cl. Product: [NH2:18][C:17]1[N:2]([C:4]2[CH:5]=[CH:6][C:7]([CH3:12])=[C:8]([CH:11]=2)[C:9]#[N:10])[N:3]=[C:15]([CH:14]([CH3:20])[CH3:13])[CH:16]=1. The catalyst class is: 14. (2) Reactant: [CH3:1][C:2]1[C:11]([CH3:12])=[CH:10][C:9]2[C:4](=[CH:5][CH:6]=[CH:7][CH:8]=2)[C:3]=1[OH:13].Cl[CH:15](Cl)[O:16]C.[Cl-].[Cl-].[Cl-].[Al+3].O. Product: [OH:13][C:3]1[C:4]2[C:9](=[CH:8][CH:7]=[CH:6][CH:5]=2)[C:10]([CH:15]=[O:16])=[C:11]([CH3:12])[C:2]=1[CH3:1]. The catalyst class is: 4. (3) Product: [Cl:1][C:2]1[CH:7]=[CH:6][CH:5]=[CH:4][C:3]=1/[CH:8]=[CH:9]/[C:10]([NH:23][C:22]1[CH:24]=[CH:25][CH:26]=[C:20]([N:17]2[C:18]([CH3:19])=[C:14]([CH3:13])[N:15]=[CH:16]2)[CH:21]=1)=[O:12]. Reactant: [Cl:1][C:2]1[CH:7]=[CH:6][CH:5]=[CH:4][C:3]=1[CH:8]=[CH:9][C:10]([OH:12])=O.[CH3:13][C:14]1[N:15]=[CH:16][N:17]([C:20]2[CH:21]=[C:22]([CH:24]=[CH:25][CH:26]=2)[NH2:23])[C:18]=1[CH3:19]. The catalyst class is: 42. (4) Reactant: [C:1](N1C=CC=CC1=O)(N1C=CC=CC1=O)=[S:2].[F:17][C:18]1[CH:19]=[C:20]([CH:22]=[CH:23][C:24]=1[O:25][CH2:26][C:27]([F:30])([F:29])[F:28])[NH2:21]. Product: [F:17][C:18]1[CH:19]=[C:20]([N:21]=[C:1]=[S:2])[CH:22]=[CH:23][C:24]=1[O:25][CH2:26][C:27]([F:28])([F:29])[F:30]. The catalyst class is: 7. (5) Reactant: B(Br)(Br)Br.[I:5][C:6]1[CH:15]=[CH:14][C:13]2[C:8](=[CH:9][CH:10]=[C:11]([O:16]C)[CH:12]=2)[CH:7]=1.O. Product: [I:5][C:6]1[CH:15]=[CH:14][C:13]2[C:8](=[CH:9][CH:10]=[C:11]([OH:16])[CH:12]=2)[CH:7]=1. The catalyst class is: 4.